This data is from Catalyst prediction with 721,799 reactions and 888 catalyst types from USPTO. The task is: Predict which catalyst facilitates the given reaction. (1) Reactant: [C:1](=O)([O-])O.[Na+].[F:6][C:7]1[CH:8]=[C:9]([N:19]2[C:24](=[O:25])[C:23]3[CH2:26][C:27](=[O:29])[NH:28][C:22]=3[NH:21][C:20]2=[S:30])[CH:10]=[CH:11][C:12]=1[O:13][CH2:14][C:15]([F:18])([F:17])[F:16].IC. Product: [F:6][C:7]1[CH:8]=[C:9]([N:19]2[C:24](=[O:25])[C:23]3[CH2:26][C:27](=[O:29])[NH:28][C:22]=3[N:21]=[C:20]2[S:30][CH3:1])[CH:10]=[CH:11][C:12]=1[O:13][CH2:14][C:15]([F:16])([F:17])[F:18]. The catalyst class is: 9. (2) Reactant: [NH:1]1[CH:5]=[C:4]([C:6]([OH:8])=O)[N:3]=[N:2]1.CCN(C(C)C)C(C)C.CN(C(ON1N=NC2C=CC=NC1=2)=[N+](C)C)C.F[P-](F)(F)(F)(F)F.[C:42]([O:47][CH2:48][O:49][C:50](=[O:71])[C@@:51]([CH2:69][OH:70])([CH3:68])[CH2:52][C@H:53]([NH2:67])[CH2:54][C:55]1[CH:60]=[CH:59][C:58]([C:61]2[CH:66]=[CH:65][CH:64]=[CH:63][CH:62]=2)=[CH:57][CH:56]=1)(=[O:46])[CH2:43][CH2:44][CH3:45]. Product: [C:42]([O:47][CH2:48][O:49][C:50](=[O:71])[C@@:51]([CH2:69][OH:70])([CH3:68])[CH2:52][C@H:53]([NH:67][C:6]([C:4]1[NH:3][N:2]=[N:1][CH:5]=1)=[O:8])[CH2:54][C:55]1[CH:56]=[CH:57][C:58]([C:61]2[CH:66]=[CH:65][CH:64]=[CH:63][CH:62]=2)=[CH:59][CH:60]=1)(=[O:46])[CH2:43][CH2:44][CH3:45]. The catalyst class is: 3. (3) Reactant: [CH3:1][CH2:2][CH2:3][CH2:4][CH2:5][CH2:6][O:7][C:8]([CH:10]=[CH2:11])=[O:9].[CH2:12](OC(=O)C)[CH3:13].CC(N=NC(C#N)(C)C)(C#N)C. Product: [C:8]([O:7][CH2:6][CH:5]([CH2:12][CH3:13])[CH2:4][CH2:3][CH2:2][CH3:1])(=[O:9])[CH:10]=[CH2:11]. The catalyst class is: 81.